From a dataset of Reaction yield outcomes from USPTO patents with 853,638 reactions. Predict the reaction yield, written as a fraction of the theoretical maximum amount of product (1.0 means a 100% yield; for example, 0.34 means a 34% yield). (1) The reactants are BrCCBr.C[Si](Cl)(C)C.[CH3:10][O:11][C:12](=[O:22])/[C:13](/I)=[CH:14]\[CH:15]1[CH2:20][CH2:19][CH2:18][CH2:17][CH2:16]1.C1(P(C2C=CC=CC=2)C2C=CC=CC=2)C=CC=CC=1.[Cl:42][C:43]1[CH:48]=[C:47](I)[CH:46]=[CH:45][C:44]=1[N:50]1[C:54]([C:55]([F:58])([F:57])[F:56])=[N:53][N:52]=[N:51]1.[Cl-].[NH4+]. The catalyst is O1CCCC1.[Zn].C1C=CC(/C=C/C(/C=C/C2C=CC=CC=2)=O)=CC=1.C1C=CC(/C=C/C(/C=C/C2C=CC=CC=2)=O)=CC=1.[Pd]. The product is [CH3:10][O:11][C:12](=[O:22])/[C:13](/[C:47]1[CH:46]=[CH:45][C:44]([N:50]2[C:54]([C:55]([F:56])([F:57])[F:58])=[N:53][N:52]=[N:51]2)=[C:43]([Cl:42])[CH:48]=1)=[CH:14]/[CH:15]1[CH2:20][CH2:19][CH2:18][CH2:17][CH2:16]1. The yield is 0.730. (2) The reactants are [C:1]([O:4][CH2:5][C:6]1[C:11]([N:12]2[CH2:20][C:19]3[C:14](=[CH:15][CH:16]=[C:17]([C:21]([CH3:24])([CH3:23])[CH3:22])[CH:18]=3)[C:13]2=[O:25])=[CH:10][CH:9]=[CH:8][C:7]=1Br)(=[O:3])[CH3:2].[CH3:27][C:28]1([CH3:44])[C:32]([CH3:34])([CH3:33])[O:31][B:30]([B:30]2[O:31][C:32]([CH3:34])([CH3:33])[C:28]([CH3:44])([CH3:27])[O:29]2)[O:29]1.C([O-])(=O)C.[K+].CC(C1C=C(C(C)C)C(C2C=CC=CC=2P(C2CCCCC2)C2CCCCC2)=C(C(C)C)C=1)C. The catalyst is C1C=CC(/C=C/C(/C=C/C2C=CC=CC=2)=O)=CC=1.C1C=CC(/C=C/C(/C=C/C2C=CC=CC=2)=O)=CC=1.C1C=CC(/C=C/C(/C=C/C2C=CC=CC=2)=O)=CC=1.[Pd].[Pd].O1CCOCC1. The product is [C:1]([O:4][CH2:5][C:6]1[C:7]([B:30]2[O:31][C:32]([CH3:34])([CH3:33])[C:28]([CH3:44])([CH3:27])[O:29]2)=[CH:8][CH:9]=[CH:10][C:11]=1[N:12]1[CH2:20][C:19]2[C:14](=[CH:15][CH:16]=[C:17]([C:21]([CH3:24])([CH3:23])[CH3:22])[CH:18]=2)[C:13]1=[O:25])(=[O:3])[CH3:2]. The yield is 0.740.